From a dataset of Full USPTO retrosynthesis dataset with 1.9M reactions from patents (1976-2016). Predict the reactants needed to synthesize the given product. Given the product [CH3:28][O:29][C:30]1[CH:31]=[C:32]([NH:38][C:39]([NH:1][C:2]2[CH:3]=[CH:4][C:5]([O:12][CH:13]([C:20]3[CH:25]=[CH:24][C:23]([Cl:26])=[CH:22][C:21]=3[Cl:27])[C:14]3[CH:15]=[CH:16][CH:17]=[CH:18][CH:19]=3)=[C:6]([CH:11]=2)[C:7]([O:9][CH3:10])=[O:8])=[O:40])[CH:33]=[CH:34][C:35]=1[O:36][CH3:37], predict the reactants needed to synthesize it. The reactants are: [NH2:1][C:2]1[CH:3]=[CH:4][C:5]([O:12][CH:13]([C:20]2[CH:25]=[CH:24][C:23]([Cl:26])=[CH:22][C:21]=2[Cl:27])[C:14]2[CH:19]=[CH:18][CH:17]=[CH:16][CH:15]=2)=[C:6]([CH:11]=1)[C:7]([O:9][CH3:10])=[O:8].[CH3:28][O:29][C:30]1[CH:31]=[C:32]([N:38]=[C:39]=[O:40])[CH:33]=[CH:34][C:35]=1[O:36][CH3:37].